From a dataset of Peptide-MHC class I binding affinity with 185,985 pairs from IEDB/IMGT. Regression. Given a peptide amino acid sequence and an MHC pseudo amino acid sequence, predict their binding affinity value. This is MHC class I binding data. (1) The peptide sequence is GTSNWTGNY. The MHC is HLA-A33:01 with pseudo-sequence HLA-A33:01. The binding affinity (normalized) is 0. (2) The peptide sequence is TKDAERGKL. The MHC is HLA-B15:17 with pseudo-sequence HLA-B15:17. The binding affinity (normalized) is 0.0847.